Task: Regression. Given a peptide amino acid sequence and an MHC pseudo amino acid sequence, predict their binding affinity value. This is MHC class I binding data.. Dataset: Peptide-MHC class I binding affinity with 185,985 pairs from IEDB/IMGT (1) The peptide sequence is MPYHGYHII. The MHC is HLA-B83:01 with pseudo-sequence HLA-B83:01. The binding affinity (normalized) is 0.666. (2) The MHC is HLA-A23:01 with pseudo-sequence HLA-A23:01. The peptide sequence is HVLSLVFGK. The binding affinity (normalized) is 0.213. (3) The peptide sequence is LAPEKGWLS. The MHC is Mamu-A02 with pseudo-sequence Mamu-A02. The binding affinity (normalized) is 0.364. (4) The MHC is HLA-A68:02 with pseudo-sequence HLA-A68:02. The binding affinity (normalized) is 0. The peptide sequence is DAKRNSKSL. (5) The peptide sequence is GLITGGRRT. The MHC is HLA-A11:01 with pseudo-sequence HLA-A11:01. The binding affinity (normalized) is 0. (6) The peptide sequence is RLNPEVSYFT. The MHC is HLA-A02:01 with pseudo-sequence HLA-A02:01. The binding affinity (normalized) is 0.551. (7) The peptide sequence is GLFDFVNFV. The MHC is H-2-Db with pseudo-sequence H-2-Db. The binding affinity (normalized) is 0. (8) The peptide sequence is RPRRASSPF. The MHC is HLA-C04:01 with pseudo-sequence HLA-C04:01. The binding affinity (normalized) is 0.213. (9) The peptide sequence is FDEISMATNY. The MHC is HLA-A30:02 with pseudo-sequence HLA-A30:02. The binding affinity (normalized) is 0.231.